Dataset: Peptide-MHC class I binding affinity with 185,985 pairs from IEDB/IMGT. Task: Regression. Given a peptide amino acid sequence and an MHC pseudo amino acid sequence, predict their binding affinity value. This is MHC class I binding data. The binding affinity (normalized) is 0.0847. The peptide sequence is TVIRFWHAM. The MHC is HLA-B40:01 with pseudo-sequence HLA-B40:01.